Dataset: Forward reaction prediction with 1.9M reactions from USPTO patents (1976-2016). Task: Predict the product of the given reaction. (1) Given the reactants [Si:1]([O:8][CH2:9][CH2:10][CH2:11][CH2:12][CH2:13][O:14][C:15]1[C:16]([Se:29][C:30]2[CH:40]=[CH:39][C:33]([C:34]([O:36]CC)=[O:35])=[CH:32][N:31]=2)=[CH:17][C:18]2[C:19]([CH3:28])([CH3:27])[CH2:20][CH2:21][C:22]([CH3:26])([CH3:25])[C:23]=2[CH:24]=1)([C:4]([CH3:7])([CH3:6])[CH3:5])([CH3:3])[CH3:2].[OH-].[Na+], predict the reaction product. The product is: [Si:1]([O:8][CH2:9][CH2:10][CH2:11][CH2:12][CH2:13][O:14][C:15]1[C:16]([Se:29][C:30]2[CH:40]=[CH:39][C:33]([C:34]([OH:36])=[O:35])=[CH:32][N:31]=2)=[CH:17][C:18]2[C:19]([CH3:27])([CH3:28])[CH2:20][CH2:21][C:22]([CH3:26])([CH3:25])[C:23]=2[CH:24]=1)([C:4]([CH3:5])([CH3:6])[CH3:7])([CH3:3])[CH3:2]. (2) The product is: [CH2:1]([N:8]1[CH2:13][CH2:12][N:11]([CH2:14][CH:15]([C:16]2([OH:31])[CH2:28][CH2:27][C@:26]3([CH3:29])[C:21](=[C:22]([CH3:30])[CH2:23][CH2:24][CH2:25]3)[C@@H:17]2[OH:18])[CH2:19][OH:20])[CH2:10][CH2:9]1)[C:2]1[CH:7]=[CH:6][CH:5]=[CH:4][CH:3]=1. Given the reactants [CH2:1]([N:8]1[CH2:13][CH2:12][N:11]([CH2:14][CH:15]2[C:19](=[O:20])[O:18][C@H:17]3[C:21]4[C@@:26]([CH3:29])([CH2:27][CH2:28][C:16]23[OH:31])[CH2:25][CH2:24][CH2:23][C:22]=4[CH3:30])[CH2:10][CH2:9]1)[C:2]1[CH:7]=[CH:6][CH:5]=[CH:4][CH:3]=1.[H-].[H-].[H-].[H-].[Li+].[Al+3], predict the reaction product. (3) Given the reactants C1(C)C=CC(S(O[CH2:11][CH2:12][N:13]2[CH2:17][CH2:16][O:15][C:14]2=[O:18])(=O)=O)=CC=1.[CH3:20][C:21]1[CH:27]=[CH:26][C:25]([O:28][CH3:29])=[CH:24][C:22]=1[NH2:23].C(=O)([O-])[O-].[K+].[K+], predict the reaction product. The product is: [CH3:29][O:28][C:25]1[CH:26]=[CH:27][C:21]([CH3:20])=[C:22]([NH:23][CH2:11][CH2:12][N:13]2[CH2:17][CH2:16][O:15][C:14]2=[O:18])[CH:24]=1. (4) The product is: [CH3:27][O:26][C:23]([C:24]1[CH:14]=[C:13]([S:15][CH3:17])[C:12]2[C:7](=[CH:8][C:9]([Cl:16])=[CH:10][CH:11]=2)[N:6]=1)=[O:25]. Given the reactants Cl.C(C1[CH:14]=[C:13]([SH:15])[C:12]2[C:7](=[CH:8][C:9]([Cl:16])=[CH:10][CH:11]=2)[N:6]=1)(O)=O.[C:17](=O)([O-])[O-].[Cs+].[Cs+].[C:23]([O:26][CH2:27]C)(=[O:25])[CH3:24], predict the reaction product. (5) Given the reactants [F:1][C:2]1[CH:19]=[CH:18][C:5]([C:6]([NH:8][C:9]2[CH:17]=[CH:16][C:12]([C:13](O)=[O:14])=[CH:11][CH:10]=2)=[O:7])=[CH:4][CH:3]=1.N1C=CC=CC=1.S(Cl)([Cl:28])=O, predict the reaction product. The product is: [F:1][C:2]1[CH:19]=[CH:18][C:5]([C:6]([NH:8][C:9]2[CH:17]=[CH:16][C:12]([C:13]([Cl:28])=[O:14])=[CH:11][CH:10]=2)=[O:7])=[CH:4][CH:3]=1. (6) The product is: [Br:22][C@@H:2]1[CH2:6][N:5]([C:7]([O:9][C:10]([CH3:13])([CH3:12])[CH3:11])=[O:8])[C@H:4]([C:14]([O:16][CH3:17])=[O:15])[CH2:3]1. Given the reactants O[C@H:2]1[CH2:6][N:5]([C:7]([O:9][C:10]([CH3:13])([CH3:12])[CH3:11])=[O:8])[C@H:4]([C:14]([O:16][CH3:17])=[O:15])[CH2:3]1.ClCCl.C(Br)(Br)(Br)[Br:22].C1(P(C2C=CC=CC=2)C2C=CC=CC=2)C=CC=CC=1, predict the reaction product. (7) The product is: [N:49]1[CH:50]=[CH:51][CH:52]=[C:47]([C:2]2[CH:3]=[C:4]3[CH2:10][C:9]4([CH:15]5[CH2:16][CH2:17][N:12]([CH2:13][CH2:14]5)[CH2:11]4)[O:8][C:5]3=[N:6][CH:7]=2)[CH:48]=1. Given the reactants Br[C:2]1[CH:3]=[C:4]2[CH2:10][C:9]3([CH:15]4[CH2:16][CH2:17][N:12]([CH2:13][CH2:14]4)[CH2:11]3)[O:8][C:5]2=[N:6][CH:7]=1.C1(C)C=CC=CC=1P(C1C=CC=CC=1C)C1C=CC=CC=1C.[Cl-].[Li+].C([Sn](CCCC)(CCCC)[C:47]1[CH:48]=[N:49][CH:50]=[CH:51][CH:52]=1)CCC, predict the reaction product. (8) Given the reactants [N:1]1[CH:6]=[CH:5][C:4]([NH:7][C:8]([C:10]2[C:15]([NH2:16])=[N:14][CH:13]=[C:12](Br)[N:11]=2)=[O:9])=[CH:3][CH:2]=1.CC1(C)C(C)(C)OB([C:26]2[S:30][C:29]([CH2:31][N:32]3[CH2:36][CH2:35][CH2:34][CH2:33]3)=[CH:28][CH:27]=2)O1, predict the reaction product. The product is: [N:1]1[CH:6]=[CH:5][C:4]([NH:7][C:8]([C:10]2[C:15]([NH2:16])=[N:14][CH:13]=[C:12]([C:26]3[S:30][C:29]([CH2:31][N:32]4[CH2:36][CH2:35][CH2:34][CH2:33]4)=[CH:28][CH:27]=3)[N:11]=2)=[O:9])=[CH:3][CH:2]=1. (9) The product is: [C:17]([O:9][CH2:8][CH2:7][C:1]1[CH:6]=[CH:5][CH:4]=[CH:3][CH:2]=1)(=[O:21])[CH:18]=[CH2:19]. Given the reactants [C:1]1([CH2:7][CH2:8][OH:9])[CH:6]=[CH:5][CH:4]=[CH:3][CH:2]=1.C(N(CC)CC)C.[C:17](Cl)(=[O:21])[C:18](C)=[CH2:19].CO, predict the reaction product.